From a dataset of NCI-60 drug combinations with 297,098 pairs across 59 cell lines. Regression. Given two drug SMILES strings and cell line genomic features, predict the synergy score measuring deviation from expected non-interaction effect. (1) Drug 1: CN(CCCl)CCCl.Cl. Drug 2: C(CN)CNCCSP(=O)(O)O. Cell line: MALME-3M. Synergy scores: CSS=16.0, Synergy_ZIP=-3.74, Synergy_Bliss=-1.09, Synergy_Loewe=-13.4, Synergy_HSA=0.170. (2) Drug 1: CC12CCC(CC1=CCC3C2CCC4(C3CC=C4C5=CN=CC=C5)C)O. Drug 2: CC1CCCC2(C(O2)CC(NC(=O)CC(C(C(=O)C(C1O)C)(C)C)O)C(=CC3=CSC(=N3)C)C)C. Cell line: T-47D. Synergy scores: CSS=9.26, Synergy_ZIP=0.689, Synergy_Bliss=3.81, Synergy_Loewe=2.64, Synergy_HSA=3.52. (3) Drug 1: C1=CC(=C2C(=C1NCCNCCO)C(=O)C3=C(C=CC(=C3C2=O)O)O)NCCNCCO. Drug 2: CC1=C(C(=O)C2=C(C1=O)N3CC4C(C3(C2COC(=O)N)OC)N4)N. Cell line: HS 578T. Synergy scores: CSS=46.4, Synergy_ZIP=8.95, Synergy_Bliss=8.76, Synergy_Loewe=2.78, Synergy_HSA=12.0.